Dataset: Reaction yield outcomes from USPTO patents with 853,638 reactions. Task: Predict the reaction yield, written as a fraction of the theoretical maximum amount of product (1.0 means a 100% yield; for example, 0.34 means a 34% yield). (1) The reactants are C[O:2][C:3]1[CH:8]=[CH:7][N:6]=[C:5]([NH:9][C:10]2[CH:15]=[CH:14][CH:13]=[CH:12][CH:11]=2)[N:4]=1.Br.[OH-].[Na+]. The catalyst is C(O)(=O)C.O. The product is [C:10]1([NH:9][C:5]2[NH:4][C:3](=[O:2])[CH:8]=[CH:7][N:6]=2)[CH:11]=[CH:12][CH:13]=[CH:14][CH:15]=1. The yield is 0.940. (2) The reactants are [NH2:1][C:2]1[S:3][C:4]([Br:7])=[CH:5][N:6]=1.C(N(CC)CC)C.[Cl:15][C:16]1[CH:17]=[CH:18][C:19]([O:25][CH3:26])=[C:20]([CH:24]=1)[C:21](Cl)=[O:22]. The catalyst is ClCCl.CN(C)C1C=CN=CC=1. The product is [Br:7][C:4]1[S:3][C:2]([NH:1][C:21](=[O:22])[C:20]2[CH:24]=[C:16]([Cl:15])[CH:17]=[CH:18][C:19]=2[O:25][CH3:26])=[N:6][CH:5]=1. The yield is 0.660. (3) The reactants are [NH:1]1[C:9]2[C:4](=[CH:5][C:6]([C:10](O)([CH2:13][CH3:14])[CH2:11][CH3:12])=[CH:7][CH:8]=2)[CH:3]=[N:2]1.[NH:16]1[C:24]2[C:19](=[CH:20][CH:21]=[CH:22][C:23]=2[NH:25][S:26]([CH3:29])(=[O:28])=[O:27])[CH:18]=[CH:17]1.C(O)(C(F)(F)F)=O. The catalyst is C(Cl)Cl. The product is [CH2:11]([C:10]([C:18]1[C:19]2[C:24](=[C:23]([NH:25][S:26]([CH3:29])(=[O:27])=[O:28])[CH:22]=[CH:21][CH:20]=2)[NH:16][CH:17]=1)([C:6]1[CH:5]=[C:4]2[C:9](=[CH:8][CH:7]=1)[NH:1][N:2]=[CH:3]2)[CH2:13][CH3:14])[CH3:12]. The yield is 0.720. (4) The reactants are C[O:2][C:3](=[O:30])[CH2:4][N:5]1[CH2:12][CH:11]2[CH:7]([CH2:8][N:9]([CH2:13][C:14]3[CH:19]=[CH:18][C:17]([O:20][C:21]4[S:22][C:23]5[CH:29]=[CH:28][CH:27]=[CH:26][C:24]=5[N:25]=4)=[CH:16][CH:15]=3)[CH2:10]2)[CH2:6]1.[OH-].[K+]. The catalyst is C(O)(C)C.O. The product is [S:22]1[C:23]2[CH:29]=[CH:28][CH:27]=[CH:26][C:24]=2[N:25]=[C:21]1[O:20][C:17]1[CH:16]=[CH:15][C:14]([CH2:13][N:9]2[CH2:8][CH:7]3[CH2:6][N:5]([CH2:4][C:3]([OH:30])=[O:2])[CH2:12][CH:11]3[CH2:10]2)=[CH:19][CH:18]=1. The yield is 0.300. (5) The reactants are [C:1]([OH:5])(=[O:4])[CH:2]=[CH2:3].[CH2:6]([O:16][C:17](=[O:20])[CH:18]=[CH2:19])[CH2:7][CH2:8][CH2:9][CH2:10][CH2:11][CH2:12][CH2:13][CH2:14][CH3:15]. The catalyst is O1CCOCC1. The product is [C:1]([OH:5])(=[O:4])[CH:2]=[CH2:3].[CH2:6]([O:16][C:17](=[O:20])[CH:18]=[CH2:19])[CH2:7][CH2:8][CH2:9][CH2:10][CH2:11][CH2:12][CH2:13][CH2:14][CH3:15]. The yield is 0.810. (6) The reactants are [CH3:1][O:2][C:3](=[O:20])[C:4]1[CH:9]=[C:8]([O:10][CH2:11][C:12]2[S:13][CH:14]=[CH:15][CH:16]=2)[CH:7]=[CH:6][C:5]=1[N+:17]([O-])=O.O.NN. The catalyst is C(O)C.C1COCC1.[Ni]. The product is [NH2:17][C:5]1[CH:6]=[CH:7][C:8]([O:10][CH2:11][C:12]2[S:13][CH:14]=[CH:15][CH:16]=2)=[CH:9][C:4]=1[C:3]([O:2][CH3:1])=[O:20]. The yield is 0.100. (7) The reactants are [Cl:1][C:2]1[N:7]=[C:6]([NH:8][CH:9]2[CH2:15][CH2:14][CH2:13][CH2:12][CH2:11][CH2:10]2)[C:5]([C:16]#[C:17][CH2:18][OH:19])=[CH:4][N:3]=1.CCCC[N+](CCCC)(CCCC)CCCC.[F-]. The catalyst is C1COCC1. The product is [Cl:1][C:2]1[N:3]=[CH:4][C:5]2[CH:16]=[C:17]([CH2:18][OH:19])[N:8]([CH:9]3[CH2:15][CH2:14][CH2:13][CH2:12][CH2:11][CH2:10]3)[C:6]=2[N:7]=1. The yield is 0.720.